This data is from Forward reaction prediction with 1.9M reactions from USPTO patents (1976-2016). The task is: Predict the product of the given reaction. (1) Given the reactants [CH3:1][N:2]([CH2:13][C:14]1[N:15]=[C:16]2[CH:21]=[CH:20][CH:19]=[C:18]([N:22]3[CH2:26][CH2:25][C@@H:24]([NH:27]C(=O)OC(C)(C)C)[CH2:23]3)[N:17]2[CH:35]=1)[C@@H:3]1[C:12]2[N:11]=[CH:10][CH:9]=[CH:8][C:7]=2[CH2:6][CH2:5][CH2:4]1.FC(F)(F)C(O)=O, predict the reaction product. The product is: [NH2:27][C@@H:24]1[CH2:25][CH2:26][N:22]([C:18]2[N:17]3[CH:35]=[C:14]([CH2:13][N:2]([CH3:1])[C@@H:3]4[C:12]5[N:11]=[CH:10][CH:9]=[CH:8][C:7]=5[CH2:6][CH2:5][CH2:4]4)[N:15]=[C:16]3[CH:21]=[CH:20][CH:19]=2)[CH2:23]1. (2) Given the reactants [SH:1][C:2]1[CH:11]=[CH:10][CH:9]=[CH:8][C:3]=1[C:4]([O:6][CH3:7])=[O:5].I[C:13]1[CH:14]=[CH:15][C:16]2[N:17]([CH:19]=[C:20]([NH:22][C:23]([CH:25]3[CH2:27][CH2:26]3)=[O:24])[N:21]=2)[N:18]=1.C(=O)([O-])[O-].[K+].[K+], predict the reaction product. The product is: [CH:25]1([C:23]([NH:22][C:20]2[N:21]=[C:16]3[CH:15]=[CH:14][C:13]([S:1][C:2]4[CH:11]=[CH:10][CH:9]=[CH:8][C:3]=4[C:4]([O:6][CH3:7])=[O:5])=[N:18][N:17]3[CH:19]=2)=[O:24])[CH2:26][CH2:27]1.